Dataset: Experimentally validated miRNA-target interactions with 360,000+ pairs, plus equal number of negative samples. Task: Binary Classification. Given a miRNA mature sequence and a target amino acid sequence, predict their likelihood of interaction. (1) Result: 0 (no interaction). The protein sequence of the target gene is MPDQISVSEFVAETHEDYKAPTASSFTTRTAQCRNTVAAIEEALDVDRMVLYKMKKSVKAINISGLAHVENEEQYTQALEKFGGNCVCRDDPDLGSAFLKFSVFTKELTALFKNLIQNMNNIISFPLDSLLKGDLKGVKGDLKKPFDKAWKDYETKITKIEKEKKEHAKLHGMIRTEISGAEIAEEMEKERRFFQLQMCEYLLKVNEIKVKKGVDLLQNLIKYFHAQCNFFQDGLKAVESLKPSIETLSTDLHTIKQAQDEERRQLIQLRDILKSALQVEQKESRRDSQLRQSTAYSLHQ.... The miRNA is hsa-miR-4678 with sequence AAGGUAUUGUUCAGACUUAUGA. (2) The miRNA is hsa-miR-8066 with sequence CAAUGUGAUCUUUUGGAUGUA. The protein sequence of the target gene is MWALVGRALAPWAAGARHAAASEPRAACRLFSAAELKEKPDMSRFPVEDIRNFSIIAHVDHGKSTLADRLLELTGTIDKTKKNKQVLDKLQVERERGITVKAQTASLFYSFGGKQYLLNLIDTPGHVDFSYEVSRSLSACQGVLLVVDANEGIQAQTVANFFLAFEAQLSVIPVINKIDLKNADPERVGKQIEKVFDIPSEECIKISAKLGTNVDSVLQAVIERIPPPKVHRENPLKALVFDSTFDQYRGVIANIALFDGVVSKGDKIVSAHTKKAYEVNEVGILNPNEQPTHKLYAGQV.... Result: 0 (no interaction). (3) Result: 0 (no interaction). The miRNA is hsa-let-7d-5p with sequence AGAGGUAGUAGGUUGCAUAGUU. The protein sequence of the target gene is MPLKLRGKKKAKSKETAGLVEGEPTGAGGGSLSASRAPARRLVFHAQLAHGSATGRVEGFSSIQELYAQIAGAFEISPSEILYCTLNTPKIDMERLLGGQLGLEDFIFAHVKGIEKEVNVYKSEDSLGLTITDNGVGYAFIKRIKDGGVIDSVKTICVGDHIESINGENIVGWRHYDVAKKLKELKKEELFTMKLIEPKKAFEIELRSKAGKSSGEKIGCGRATLRLRSKGPATVEEMPSETKAKAIEKIDDVLELYMGIRDIDLATTMFEAGKDKVNPDEFAVALDETLGDFAFPDEFV.... (4) The protein sequence of the target gene is MLGGSLGSRLLRGVGGSHGRFGARGVREGGAAMAAGESMAQRMVWVDLEMTGLDIEKDQIIEMACLITDSDLNILAEGPNLIIKQPDELLDSMSDWCKEHHGKSGLTKAVKESTITLQQAEYEFLSFVRQQTPPGLCPLAGNSVHEDKKFLDKYMPQFMKHLHYRIIDVSTVKELCRRWYPEEYEFAPKKAASHRALDDISESIKELQFYRNNIFKKKIDEKKRKIIENGENEKTVS. Result: 1 (interaction). The miRNA is hsa-miR-1321 with sequence CAGGGAGGUGAAUGUGAU. (5) The miRNA is hsa-miR-3167 with sequence AGGAUUUCAGAAAUACUGGUGU. The protein sequence of the target gene is MGGTTSTRRVTFEADENENITVVKGIRLSENVIDRMKESSPSGSKSQRYSGAYGASVSDEELKRRVAEELALEQAKKESEDQKRLKQAKELDRERAAANEQLTRAILRERICSEEERAKAKHLARQLEEKDRVLKKQDAFYKEQLARLEERSSEFYRVTTEQYQKAAEEVEAKFKRYESHPVCADLQAKILQCYRENTHQTLKCSALATQYMHCVNHAKQSMLEKGG. Result: 0 (no interaction). (6) Result: 1 (interaction). The miRNA is hsa-miR-383-3p with sequence ACAGCACUGCCUGGUCAGA. The protein sequence of the target gene is MSSDFPHYNFRMPNIGFQNLPLNIYIVVFGTAIFVFILSLLFCCYLIRLRHQAHKEFYAYKQVILKEKVKELNLHELCAVCLEDFKPRDELGICPCKHAFHRKCLIKWLEVRKVCPLCNMPVLQLAQLHSKQDRGPPQGPLPGAENIV. (7) The miRNA is mmu-miR-466g with sequence AUACAGACACAUGCACACACA. Result: 0 (no interaction). The protein sequence of the target gene is MPEPSKSAPAPKKGSKKAVTKAQKKDGKKRKRSRKESYSVYVYKVLKQVHPDTGISSKAMGIMNSFVNDIFERIAGEASRLAHYNKRSTITSREIQTAVRLLLPGELAKHAVSEGTKAVTKYTSSK.